Dataset: Full USPTO retrosynthesis dataset with 1.9M reactions from patents (1976-2016). Task: Predict the reactants needed to synthesize the given product. (1) The reactants are: [CH3:1][C:2]([C:4]1[CH:9]=[CH:8][C:7]([O:10][CH3:11])=[CH:6][CH:5]=1)=[O:3].[CH3:12][O:13][C:14]1[CH:19]=[CH:18][C:17]([NH:20][C:21]2[N:28]=[CH:27][CH:26]=[CH:25][C:22]=2[CH:23]=O)=[CH:16][CH:15]=1.Cl. Given the product [CH3:11][O:10][C:7]1[CH:8]=[CH:9][C:4]([C:2](=[O:3])/[CH:1]=[CH:23]/[C:22]2[C:21]([NH:20][C:17]3[CH:16]=[CH:15][C:14]([O:13][CH3:12])=[CH:19][CH:18]=3)=[N:28][CH:27]=[CH:26][CH:25]=2)=[CH:5][CH:6]=1, predict the reactants needed to synthesize it. (2) Given the product [F:1][C:2]1[CH:3]=[C:4]([CH:9]2[CH2:14][C:13]([OH:15])([C:34]([F:37])([F:36])[F:35])[CH2:12][CH2:11][N:10]2[C:16]([O:18][CH2:19][C:20]2[CH:21]=[CH:22][CH:23]=[CH:24][CH:25]=2)=[O:17])[CH:5]=[CH:6][C:7]=1[F:8], predict the reactants needed to synthesize it. The reactants are: [F:1][C:2]1[CH:3]=[C:4]([CH:9]2[CH2:14][C:13](=[O:15])[CH2:12][CH2:11][N:10]2[C:16]([O:18][CH2:19][C:20]2[CH:25]=[CH:24][CH:23]=[CH:22][CH:21]=2)=[O:17])[CH:5]=[CH:6][C:7]=1[F:8].C(=O)([O-])[O-].[Cs+].[Cs+].C[Si](C)(C)[C:34]([F:37])([F:36])[F:35].C(=O)([O-])[O-].[K+].[K+]. (3) Given the product [Br:1][C:2]1[C:3]([C:11]2[CH:12]=[N:13][CH:14]=[CH:15][CH:16]=2)=[N:4][O:5][CH:6]=1, predict the reactants needed to synthesize it. The reactants are: [Br:1][C:2]1[C:3]([C:11]2[CH:12]=[N:13][CH:14]=[CH:15][CH:16]=2)=[N:4][O:5][C:6]=1[Si](C)(C)C.[NH4+].[OH-].